Predict which catalyst facilitates the given reaction. From a dataset of Catalyst prediction with 721,799 reactions and 888 catalyst types from USPTO. (1) Reactant: [OH:1][C:2]1[CH:6]=[C:5]([C:7]([F:10])([F:9])[F:8])[S:4][C:3]=1[C:11]([O:13][CH3:14])=[O:12].CN(C)C=O.[H-].[Na+].[CH2:22](Br)[C:23]1[CH:28]=[CH:27][CH:26]=[CH:25][CH:24]=1. Product: [CH2:22]([O:1][C:2]1[CH:6]=[C:5]([C:7]([F:10])([F:8])[F:9])[S:4][C:3]=1[C:11]([O:13][CH3:14])=[O:12])[C:23]1[CH:28]=[CH:27][CH:26]=[CH:25][CH:24]=1. The catalyst class is: 6. (2) Reactant: [NH:1]1[C:9]2[C:4](=[C:5]([C:10]3[CH:11]=[C:12]([NH2:25])[C:13]4[C:17]([CH:18]=3)=[N:16][N:15](C3CCCCO3)[CH:14]=4)[CH:6]=[CH:7][CH:8]=2)[CH:3]=[CH:2]1.F[P-](F)(F)(F)(F)F.N1(OC(N(C)C)=[N+](C)C)C2N=CC=CC=2N=N1.[N:50]1[CH:55]=[CH:54][CH:53]=[C:52]([C:56](O)=[O:57])[CH:51]=1.CCN(C(C)C)C(C)C.C1(C)C=CC(S(O)(=O)=O)=CC=1.N. Product: [NH:1]1[C:9]2[C:4](=[C:5]([C:10]3[CH:18]=[C:17]4[C:13]([CH:14]=[N:15][NH:16]4)=[C:12]([NH:25][C:56]([C:52]4[CH:51]=[N:50][CH:55]=[CH:54][CH:53]=4)=[O:57])[CH:11]=3)[CH:6]=[CH:7][CH:8]=2)[CH:3]=[CH:2]1. The catalyst class is: 3. (3) Reactant: [Br:1][C:2]1[CH:10]=[C:9]2[C:5]([CH2:6][C:7]3([CH2:16][CH2:15][CH:14]([O:17][CH3:18])[CH2:13][CH2:12]3)[C:8]2=O)=[CH:4][CH:3]=1.[CH3:19][C:20]([S:23]([NH2:25])=[O:24])([CH3:22])[CH3:21]. Product: [Br:1][C:2]1[CH:10]=[C:9]2[C:5](=[CH:4][CH:3]=1)[CH2:6][C:7]1([CH2:16][CH2:15][CH:14]([O:17][CH3:18])[CH2:13][CH2:12]1)[C:8]2=[N:25][S:23]([C:20]([CH3:22])([CH3:21])[CH3:19])=[O:24]. The catalyst class is: 1. (4) The catalyst class is: 576. Product: [CH3:27][O:26][CH2:25][CH2:24][O:23][C:17]1[CH:18]=[N:19][C:20]2[C:15]([CH:16]=1)=[CH:14][C:13]([C@@H:11]([N:8]1[C:7]3[C:28](=[O:29])[N:30]([C:31]4[S:35][N:34]=[C:33]([CH3:36])[CH:32]=4)[CH:4]=[CH:5][C:6]=3[N:10]=[N:9]1)[CH3:12])=[CH:22][CH:21]=2. Reactant: C(O[CH:4](OCC)[CH2:5][C:6]1[N:10]=[N:9][N:8]([CH:11]([C:13]2[CH:14]=[C:15]3[C:20](=[CH:21][CH:22]=2)[N:19]=[CH:18][C:17]([O:23][CH2:24][CH2:25][O:26][CH3:27])=[CH:16]3)[CH3:12])[C:7]=1[C:28]([NH:30][C:31]1[S:35][N:34]=[C:33]([CH3:36])[CH:32]=1)=[O:29])C.O.C1(C)C=CC(S(O)(=O)=O)=CC=1. (5) Reactant: [C:12]([O:11][C:9](O[C:9]([O:11][C:12]([CH3:15])([CH3:14])[CH3:13])=[O:10])=[O:10])([CH3:15])([CH3:14])[CH3:13].C(N(CC)CC)C.[NH2:23][C@H:24]([CH2:26][OH:27])[CH3:25]. Product: [OH:27][CH2:26][C@@H:24]([NH:23][C:9](=[O:10])[O:11][C:12]([CH3:13])([CH3:14])[CH3:15])[CH3:25]. The catalyst class is: 4. (6) Reactant: [C:1]([O:5][C:6]([N:8]1[CH2:12][C@@H:11]([O:13][C:14]2[CH:19]=[CH:18][CH:17]=[CH:16][CH:15]=2)[CH2:10][C@H:9]1[C:20]([O:22]C)=[O:21])=[O:7])([CH3:4])([CH3:3])[CH3:2].[OH-].[Na+]. Product: [C:1]([O:5][C:6]([N:8]1[CH2:12][C@@H:11]([O:13][C:14]2[CH:15]=[CH:16][CH:17]=[CH:18][CH:19]=2)[CH2:10][C@H:9]1[C:20]([OH:22])=[O:21])=[O:7])([CH3:4])([CH3:2])[CH3:3]. The catalyst class is: 1.